From a dataset of Full USPTO retrosynthesis dataset with 1.9M reactions from patents (1976-2016). Predict the reactants needed to synthesize the given product. Given the product [OH:8][C@H:9]([C@H:20]([CH3:29])/[CH:21]=[CH:22]/[C:23]1[CH:24]=[CH:25][CH:26]=[CH:27][CH:28]=1)[CH2:10]/[CH:11]=[CH:12]/[C:13]([OH:15])=[O:14], predict the reactants needed to synthesize it. The reactants are: [Si]([O:8][C@H:9]([C@H:20]([CH3:29])/[CH:21]=[CH:22]/[C:23]1[CH:28]=[CH:27][CH:26]=[CH:25][CH:24]=1)[CH2:10]/[CH:11]=[CH:12]/[C:13]([O:15]C(C)(C)C)=[O:14])(C(C)(C)C)(C)C.